From a dataset of Reaction yield outcomes from USPTO patents with 853,638 reactions. Predict the reaction yield, written as a fraction of the theoretical maximum amount of product (1.0 means a 100% yield; for example, 0.34 means a 34% yield). (1) The product is [CH2:36]([O:35][C:31](=[O:34])/[CH:32]=[CH:33]/[C:2]1[CH:30]=[CH:29][C:5]2[N:6]([CH2:21][O:22][CH2:23][CH2:24][Si:25]([CH3:26])([CH3:28])[CH3:27])[C:7]([C@@H:9]3[CH2:13][CH2:12][CH2:11][N:10]3[C:14]([O:16][C:17]([CH3:18])([CH3:20])[CH3:19])=[O:15])=[N:8][C:4]=2[CH:3]=1)[CH3:37]. The reactants are Br[C:2]1[CH:30]=[CH:29][C:5]2[N:6]([CH2:21][O:22][CH2:23][CH2:24][Si:25]([CH3:28])([CH3:27])[CH3:26])[C:7]([C@@H:9]3[CH2:13][CH2:12][CH2:11][N:10]3[C:14]([O:16][C:17]([CH3:20])([CH3:19])[CH3:18])=[O:15])=[N:8][C:4]=2[CH:3]=1.[C:31]([O:35][CH2:36][CH3:37])(=[O:34])[CH:32]=[CH2:33].F[B-](F)(F)F.C([PH+](C(C)(C)C)C(C)(C)C)(C)(C)C.C1(CNCC2CCCCC2)CCCCC1. The catalyst is C1COCC1.C1C=CC(/C=C/C(/C=C/C2C=CC=CC=2)=O)=CC=1.C1C=CC(/C=C/C(/C=C/C2C=CC=CC=2)=O)=CC=1.C1C=CC(/C=C/C(/C=C/C2C=CC=CC=2)=O)=CC=1.[Pd].[Pd]. The yield is 0.830. (2) The reactants are Cl.[NH2:2][C:3]1[C:4]2[C:5]3[C:6](=[N:18][N:19]([CH2:21][C:22]4[C:27]([Cl:28])=[C:26]([O:29][CH3:30])[C:25]([CH3:31])=[CH:24][N:23]=4)[N:20]=2)[CH:7]=[C:8]([CH2:13][C:14]([NH:16][CH3:17])=[O:15])[C:9]=3[CH2:10][S:11][N:12]=1. The catalyst is C(O)C. The product is [ClH:28].[NH2:2][C:3]1[C:4]2[C:5]3[C:6](=[N:18][N:19]([CH2:21][C:22]4[C:27]([Cl:28])=[C:26]([O:29][CH3:30])[C:25]([CH3:31])=[CH:24][N:23]=4)[N:20]=2)[CH:7]=[C:8]([CH2:13][C:14]([NH:16][CH3:17])=[O:15])[C:9]=3[CH2:10][S:11][N:12]=1. The yield is 0.990. (3) The reactants are [CH2:1]([N:5]1[CH:9]=[C:8]([C:10]2[CH:15]=[CH:14][C:13]([Cl:16])=[CH:12][C:11]=2[Cl:17])[N:7]=[C:6]1/[CH:18]=[CH:19]/[C:20]1[CH:25]=[CH:24][C:23]([C:26]2[CH:31]=[CH:30][C:29]([O:32][CH3:33])=[CH:28][CH:27]=2)=[CH:22][CH:21]=1)[CH2:2][CH2:3][CH3:4].C1(O)C=CC=CC=1.BrC[CH2:43][CH2:44][C:45]([O:47]C)=[O:46]. No catalyst specified. The product is [CH2:1]([N:5]1[CH:9]=[C:8]([C:10]2[CH:15]=[CH:14][C:13]([Cl:16])=[CH:12][C:11]=2[Cl:17])[N:7]=[C:6]1/[CH:18]=[CH:19]/[C:20]1[CH:25]=[CH:24][C:23]([C:26]2[CH:27]=[CH:28][C:29]([O:32][CH2:33][CH2:43][CH2:44][C:45]([OH:47])=[O:46])=[CH:30][CH:31]=2)=[CH:22][CH:21]=1)[CH2:2][CH2:3][CH3:4]. The yield is 0.390. (4) The reactants are [CH3:1][C:2]([CH3:8])([CH3:7])[C@H:3]([OH:6])[CH2:4][OH:5].[S:9](Cl)(Cl)=[O:10].C(#N)C.I([O-])(=O)(=O)=[O:17].[Na+]. The catalyst is C(Cl)(Cl)(Cl)Cl.O.O.[Ru](Cl)(Cl)Cl. The product is [C:2]([C@H:3]1[CH2:4][O:5][S:9](=[O:10])(=[O:17])[O:6]1)([CH3:8])([CH3:7])[CH3:1]. The yield is 0.970. (5) The reactants are [CH3:1][O:2][C:3]1[CH:4]=[C:5]2[C:10](=[CH:11][C:12]=1[O:13][CH3:14])[N:9]=[CH:8][CH:7]=[C:6]2[O:15][C:16]1[C:22]([CH3:23])=[CH:21][C:19]([NH2:20])=[C:18]([CH3:24])[CH:17]=1.ClC(Cl)(O[C:29](=[O:35])[O:30][C:31](Cl)(Cl)Cl)Cl.[CH3:37][O:38][C:39]1C=[CH:43][CH:42]=[CH:41][C:40]=1O.C(=O)(O)[O-].[Na+]. The catalyst is C(Cl)Cl.C(N(CC)CC)C.C1(C)C=CC=CC=1. The product is [CH3:1][O:2][C:3]1[CH:4]=[C:5]2[C:10](=[CH:11][C:12]=1[O:13][CH3:14])[N:9]=[CH:8][CH:7]=[C:6]2[O:15][C:16]1[C:22]([CH3:23])=[CH:21][C:19]([NH:20][C:29](=[O:35])[O:30][C:31]2[CH:43]=[CH:42][CH:41]=[CH:40][C:39]=2[O:38][CH3:37])=[C:18]([CH3:24])[CH:17]=1. The yield is 0.510. (6) The reactants are [CH:1]([C:4]1[CH:9]=[CH:8][C:7](/[CH:10]=[CH:11]/[C:12](OCC)=[O:13])=[CH:6][CH:5]=1)([CH3:3])[CH3:2].[H-].[Al+3].[Li+].[H-].[H-].[H-].O. The catalyst is O1CCCC1. The product is [CH:1]([C:4]1[CH:5]=[CH:6][C:7](/[CH:10]=[CH:11]/[CH2:12][OH:13])=[CH:8][CH:9]=1)([CH3:3])[CH3:2]. The yield is 0.650. (7) The reactants are [F:1][C:2]([F:7])([F:6])[C:3]([OH:5])=[O:4].[CH2:8]([O:13][C:14]1([C:25]2[CH:30]=[CH:29][CH:28]=[CH:27][CH:26]=2)[CH2:17][N:16](C(OC(C)(C)C)=O)[CH2:15]1)[CH2:9][CH2:10][CH2:11][CH3:12]. The catalyst is ClCCl. The product is [F:1][C:2]([F:7])([F:6])[C:3]([OH:5])=[O:4].[CH2:8]([O:13][C:14]1([C:25]2[CH:30]=[CH:29][CH:28]=[CH:27][CH:26]=2)[CH2:17][NH:16][CH2:15]1)[CH2:9][CH2:10][CH2:11][CH3:12]. The yield is 1.00. (8) The reactants are [C:1]([O:5][CH2:6][CH2:7][CH2:8][CH3:9])(=[O:4])[CH:2]=[CH2:3].C([O-])([O-])=O.[K+].[K+].Br[C:17]1[CH:22]=[CH:21][CH:20]=[CH:19][CH:18]=1.O. The catalyst is CN(C)C=O. The product is [C:17]1(/[CH:3]=[CH:2]/[C:1]([O:5][CH2:6][CH2:7][CH2:8][CH3:9])=[O:4])[CH:22]=[CH:21][CH:20]=[CH:19][CH:18]=1. The yield is 0.640. (9) The reactants are [F:1][C:2]1[CH:7]=[CH:6][CH:5]=[C:4]([F:8])[C:3]=1[N:9]1[C:14]2[N:15]=[C:16]([N:29]3[CH2:34][CH2:33][CH:32]([N:35]4[CH2:40][CH2:39][CH:38]([CH3:41])[CH2:37][CH2:36]4)[CH2:31][CH2:30]3)[N:17]=[C:18]([C:19]3[CH:20]=[C:21]([CH:25]=[CH:26][C:27]=3[CH3:28])[C:22](O)=[O:23])[C:13]=2[CH:12]=[CH:11][C:10]1=[O:42].CN(C(ON1N=[N:58][C:53]2[CH:54]=[CH:55][CH:56]=[CH:57]C1=2)=[N+](C)C)C.F[P-](F)(F)(F)(F)F.C(N(CC)CC)C.C1(N)CCCC1. The catalyst is CN(C=O)C. The product is [CH:53]1([NH:58][C:22](=[O:23])[C:21]2[CH:25]=[CH:26][C:27]([CH3:28])=[C:19]([C:18]3[C:13]4[CH:12]=[CH:11][C:10](=[O:42])[N:9]([C:3]5[C:2]([F:1])=[CH:7][CH:6]=[CH:5][C:4]=5[F:8])[C:14]=4[N:15]=[C:16]([N:29]4[CH2:34][CH2:33][CH:32]([N:35]5[CH2:36][CH2:37][CH:38]([CH3:41])[CH2:39][CH2:40]5)[CH2:31][CH2:30]4)[N:17]=3)[CH:20]=2)[CH2:54][CH2:55][CH2:56][CH2:57]1. The yield is 0.480.